From a dataset of Catalyst prediction with 721,799 reactions and 888 catalyst types from USPTO. Predict which catalyst facilitates the given reaction. (1) Reactant: Cl[C:2]1[CH:31]=[CH:30][C:5]([C:6]([NH:8][C:9]2[CH:14]=[C:13]([NH:15][C:16](=[O:28])[C:17]3[CH:22]=[CH:21][CH:20]=[C:19]([C:23]([C:26]#[N:27])([CH3:25])[CH3:24])[CH:18]=3)[CH:12]=[CH:11][C:10]=2[CH3:29])=[O:7])=[CH:4][N:3]=1.CCN(CC)CC.[CH3:39][N:40]([CH3:44])[CH2:41][CH2:42][NH2:43]. Product: [C:26]([C:23]([C:19]1[CH:18]=[C:17]([CH:22]=[CH:21][CH:20]=1)[C:16]([NH:15][C:13]1[CH:12]=[CH:11][C:10]([CH3:29])=[C:9]([NH:8][C:6](=[O:7])[C:5]2[CH:30]=[CH:31][C:2]([NH:43][CH2:42][CH2:41][N:40]([CH3:44])[CH3:39])=[N:3][CH:4]=2)[CH:14]=1)=[O:28])([CH3:25])[CH3:24])#[N:27]. The catalyst class is: 14. (2) Reactant: [CH2:1]([OH:8])[C:2]1[CH:7]=[CH:6][CH:5]=[CH:4][CH:3]=1.[H-].[Na+].Cl[C:12]1[CH:19]=[CH:18][C:15]([C:16]#[N:17])=[CH:14][N:13]=1.[Cl-].[NH4+]. Product: [CH2:1]([O:8][C:12]1[CH:19]=[CH:18][C:15]([C:16]#[N:17])=[CH:14][N:13]=1)[C:2]1[CH:7]=[CH:6][CH:5]=[CH:4][CH:3]=1. The catalyst class is: 35.